Predict the product of the given reaction. From a dataset of Forward reaction prediction with 1.9M reactions from USPTO patents (1976-2016). (1) Given the reactants [C:1](=[O:22])(OC1C=CC([N+]([O-])=O)=CC=1)[O:2][CH2:3][CH2:4][N:5]1[CH2:10][CH2:9][N:8]([CH3:11])[CH2:7][CH2:6]1.CCN(C(C)C)C(C)C.[Cl:32][C:33]1[CH:34]=[C:35]([N:40]2[CH2:45][CH2:44][NH:43][CH2:42][CH2:41]2)[CH:36]=[CH:37][C:38]=1[Cl:39], predict the reaction product. The product is: [ClH:32].[ClH:32].[ClH:32].[Cl:32][C:33]1[CH:34]=[C:35]([N:40]2[CH2:45][CH2:44][N:43]([C:1]([O:2][CH2:3][CH2:4][N:5]3[CH2:6][CH2:7][N:8]([CH3:11])[CH2:9][CH2:10]3)=[O:22])[CH2:42][CH2:41]2)[CH:36]=[CH:37][C:38]=1[Cl:39]. (2) The product is: [ClH:15].[NH2:23][C@@H:3]([NH:5][C:6](=[O:13])[CH2:7][CH2:8][C:9]([F:12])([F:11])[F:10])[CH3:2]. Given the reactants N[C:2](=O)[C@@H:3]([NH:5][C:6](=[O:13])[CH2:7][CH2:8][C:9]([F:12])([F:11])[F:10])C.[ClH:15].C(OCC)C.C(#[N:23])C, predict the reaction product. (3) Given the reactants [CH2:1]([N:4]([C:8]1[C:17](C=C)=[C:16]2[C:11]([C:12](=[O:30])[N:13]([C:23]3[CH:28]=[CH:27][C:26]([Cl:29])=[CH:25][CH:24]=3)[C:14]([CH:20]([CH3:22])[CH3:21])=[N:15]2)=[CH:10][CH:9]=1)[C:5](=[O:7])[CH3:6])[CH:2]=[CH2:3], predict the reaction product. The product is: [C:5]([N:4]1[C:8]2=[CH:9][CH:10]=[C:11]3[C:16]([N:15]=[C:14]([CH:20]([CH3:22])[CH3:21])[N:13]([C:23]4[CH:28]=[CH:27][C:26]([Cl:29])=[CH:25][CH:24]=4)[C:12]3=[O:30])=[C:17]2[CH:3]=[CH:2][CH2:1]1)(=[O:7])[CH3:6].